From a dataset of Full USPTO retrosynthesis dataset with 1.9M reactions from patents (1976-2016). Predict the reactants needed to synthesize the given product. (1) The reactants are: [I:1]I.[NH:3]1[C:7]2=[N:8][CH:9]=[CH:10][C:11]([N:12]3[CH2:17][CH2:16][N:15]([C:18]([O:20][C:21]([CH3:24])([CH3:23])[CH3:22])=[O:19])[CH2:14][CH2:13]3)=[C:6]2[CH:5]=[N:4]1.[OH-].[K+].[O-]S([O-])=O.[Na+].[Na+]. Given the product [I:1][C:5]1[C:6]2[C:7](=[N:8][CH:9]=[CH:10][C:11]=2[N:12]2[CH2:17][CH2:16][N:15]([C:18]([O:20][C:21]([CH3:24])([CH3:23])[CH3:22])=[O:19])[CH2:14][CH2:13]2)[NH:3][N:4]=1, predict the reactants needed to synthesize it. (2) Given the product [Br:1][C:2]1[CH:7]=[CH:6][C:5]([C:8]2([C:13]([O:15][CH3:16])=[O:14])[CH2:10][CH:9]2[CH2:11][NH:18][CH3:17])=[CH:4][CH:3]=1, predict the reactants needed to synthesize it. The reactants are: [Br:1][C:2]1[CH:7]=[CH:6][C:5]([C:8]2([C:13]([O:15][CH3:16])=[O:14])[CH2:10][CH:9]2[CH:11]=O)=[CH:4][CH:3]=1.[CH3:17][NH2:18].[BH4-].[Na+]. (3) Given the product [CH2:24]([N:10]1[C:11]2[C@@:12]3([CH3:22])[C:19]([CH3:21])([CH3:20])[C@H:15]([CH2:14][CH2:13]3)[C:16]=2[C:17](=[O:18])[N:9]1[C:6]1[CH:5]=[CH:4][C:3]([O:2][CH3:1])=[CH:8][CH:7]=1)[CH3:25], predict the reactants needed to synthesize it. The reactants are: [CH3:1][O:2][C:3]1[CH:8]=[CH:7][C:6]([N:9]2[C:17](=[O:18])[C:16]3[C@@H:15]4[C:19]([CH3:21])([CH3:20])[C@@:12]([CH3:22])([CH2:13][CH2:14]4)[C:11]=3[NH:10]2)=[CH:5][CH:4]=1.I[CH2:24][CH3:25]. (4) Given the product [NH2:4][CH2:5][C:6]1[CH:7]=[C:8]([C:12]2[CH:17]=[C:16]([NH:18][CH:26]3[CH2:28][CH2:27]3)[N:15]3[N:29]=[CH:30][C:31]([CH:32]=[O:33])=[C:14]3[N:13]=2)[CH:9]=[CH:10][CH:11]=1, predict the reactants needed to synthesize it. The reactants are: C([NH:4][CH2:5][C:6]1[CH:7]=[C:8]([C:12]2[CH:17]=[C:16]([N:18]([CH:26]3[CH2:28][CH2:27]3)C(=O)OC(C)(C)C)[N:15]3[N:29]=[CH:30][C:31]([CH:32]=[O:33])=[C:14]3[N:13]=2)[CH:9]=[CH:10][CH:11]=1)(=O)C.Cl.[OH-].[Na+]. (5) Given the product [NH2:11][C:12]1[C:13](=[O:29])[N:14]([CH3:28])[CH2:15][C:16]([C:18]2[CH:19]=[C:20]([NH:24][C:8]([C:5]3[CH:4]=[CH:3][C:2]([Cl:1])=[CH:7][N:6]=3)=[O:10])[CH:21]=[CH:22][CH:23]=2)([CH3:27])[N:17]=1, predict the reactants needed to synthesize it. The reactants are: [Cl:1][C:2]1[CH:3]=[CH:4][C:5]([C:8]([OH:10])=O)=[N:6][CH:7]=1.[NH2:11][C:12]1[C:13](=[O:29])[N:14]([CH3:28])[CH2:15][C:16]([CH3:27])([C:18]2[CH:23]=[CH:22][CH:21]=[C:20]([N+:24]([O-])=O)[CH:19]=2)[N:17]=1.CN(C)C1C=CC=CC=1.CN(C(ON1N=NC2C=CC=NC1=2)=[N+](C)C)C.F[P-](F)(F)(F)(F)F. (6) Given the product [CH:15]12[CH2:16][CH:17]([CH2:19]1)[CH2:18][N:14]2[C:12]1[N:13]=[C:8]([C:5]2[CH:4]=[C:3]([C:34]([F:37])([F:36])[F:35])[C:2]([NH2:1])=[N:7][CH:6]=2)[CH:9]=[C:10]([N:20]2[CH2:25][C@@H:24]3[CH2:26][C@H:21]2[CH2:22][NH:23]3)[N:11]=1, predict the reactants needed to synthesize it. The reactants are: [NH2:1][C:2]1[N:7]=[CH:6][C:5]([C:8]2[N:13]=[C:12]([N:14]3[CH2:18][CH:17]4[CH2:19][CH:15]3[CH2:16]4)[N:11]=[C:10]([N:20]3[CH2:25][C@@H:24]4[CH2:26][C@H:21]3[CH2:22][N:23]4C(OC(C)(C)C)=O)[CH:9]=2)=[CH:4][C:3]=1[C:34]([F:37])([F:36])[F:35].FC(F)(F)C(O)=O. (7) Given the product [NH2:19][C:20]1[CH:25]=[C:24]([C:2]2[C:10]3[C:5](=[CH:6][CH:7]=[C:8]([C:11]#[N:12])[CH:9]=3)[N:4]([CH:13]3[CH2:18][CH2:17][CH2:16][CH2:15][O:14]3)[N:3]=2)[CH:23]=[CH:22][CH:21]=1, predict the reactants needed to synthesize it. The reactants are: Br[C:2]1[C:10]2[C:5](=[CH:6][CH:7]=[C:8]([C:11]#[N:12])[CH:9]=2)[N:4]([CH:13]2[CH2:18][CH2:17][CH2:16][CH2:15][O:14]2)[N:3]=1.[NH2:19][C:20]1[CH:21]=[C:22](B(O)O)[CH:23]=[CH:24][CH:25]=1.ClCCl.P([O-])([O-])([O-])=O.[K+].[K+].[K+]. (8) Given the product [CH3:31][O:32][C:33]1[CH:38]=[C:37]([N+:39]([O-:41])=[O:40])[CH:36]=[CH:35][C:34]=1[C:2]1[N:6]([C:7]([C:8]2[CH:9]=[CH:10][CH:11]=[CH:12][CH:13]=2)([C:20]2[CH:21]=[CH:22][CH:23]=[CH:24][CH:25]=2)[C:14]2[CH:19]=[CH:18][CH:17]=[CH:16][CH:15]=2)[CH:5]=[N:4][CH:3]=1, predict the reactants needed to synthesize it. The reactants are: Br[C:2]1[N:6]([C:7]([C:20]2[CH:25]=[CH:24][CH:23]=[CH:22][CH:21]=2)([C:14]2[CH:19]=[CH:18][CH:17]=[CH:16][CH:15]=2)[C:8]2[CH:13]=[CH:12][CH:11]=[CH:10][CH:9]=2)[CH:5]=[N:4][CH:3]=1.N1C=CN=C1.[CH3:31][O:32][C:33]1[CH:38]=[C:37]([N+:39]([O-:41])=[O:40])[CH:36]=[CH:35][C:34]=1[Sn](C)(C)C.C(=O)([O-])[O-].[K+].[K+]. (9) The reactants are: [Cl:1][C:2]1[CH:9]=[CH:8][CH:7]=[C:6]([N:10]2[CH2:15][CH2:14][N:13]([CH2:16][CH3:17])[CH2:12][CH2:11]2)[C:3]=1[CH:4]=[O:5].[BH4-].[Na+].[Cl-].[NH4+]. Given the product [Cl:1][C:2]1[CH:9]=[CH:8][CH:7]=[C:6]([N:10]2[CH2:11][CH2:12][N:13]([CH2:16][CH3:17])[CH2:14][CH2:15]2)[C:3]=1[CH2:4][OH:5], predict the reactants needed to synthesize it.